This data is from Forward reaction prediction with 1.9M reactions from USPTO patents (1976-2016). The task is: Predict the product of the given reaction. (1) Given the reactants [O:1]=[S:2]1(=[O:23])[CH:7]([CH2:8][CH2:9][CH2:10][NH:11][CH3:12])[O:6][C:5]2[CH:13]=[CH:14][CH:15]=[CH:16][C:4]=2[N:3]1[C:17]1[CH:22]=[CH:21][CH:20]=[CH:19][CH:18]=1.O=S1(=O)C(CCCO)OC2C=CC=CC=2N1C1C=CC=CC=1.C1(C)C=CC(S([Cl:55])(=O)=O)=CC=1.CN.Cl, predict the reaction product. The product is: [ClH:55].[O:23]=[S:2]1(=[O:1])[CH:7]([CH2:8][CH2:9][CH2:10][NH:11][CH3:12])[O:6][C:5]2[CH:13]=[CH:14][CH:15]=[CH:16][C:4]=2[N:3]1[C:17]1[CH:22]=[CH:21][CH:20]=[CH:19][CH:18]=1. (2) Given the reactants Cl.O[CH2:3][C:4]1[C:9]([CH3:10])=[C:8]([O:11][CH3:12])[C:7]([CH3:13])=[CH:6][N:5]=1.S(Cl)(Cl)=O.[SH:18][C:19]1[NH:20][C:21]2[CH:27]=[C:26]([O:28][CH3:29])[CH:25]=[CH:24][C:22]=2[N:23]=1.[OH-].[Na+], predict the reaction product. The product is: [CH3:29][O:28][C:26]1[CH:25]=[CH:24][C:22]2[NH:23][C:19]([S:18][CH2:3][C:4]3[C:9]([CH3:10])=[C:8]([O:11][CH3:12])[C:7]([CH3:13])=[CH:6][N:5]=3)=[N:20][C:21]=2[CH:27]=1. (3) The product is: [C:1]([C:3]1[N:8]=[C:7]([C:9]2[CH:10]=[CH:11][C:12]([C:15]([CH3:20])([CH3:19])[C:16]([NH:28][CH:26]([C:22]3[O:21][CH:25]=[CH:24][CH:23]=3)[CH3:27])=[O:18])=[CH:13][CH:14]=2)[CH:6]=[N:5][CH:4]=1)#[N:2]. Given the reactants [C:1]([C:3]1[N:8]=[C:7]([C:9]2[CH:14]=[CH:13][C:12]([C:15]([CH3:20])([CH3:19])[C:16]([OH:18])=O)=[CH:11][CH:10]=2)[CH:6]=[N:5][CH:4]=1)#[N:2].[O:21]1[CH:25]=[CH:24][CH:23]=[C:22]1[CH:26]([NH2:28])[CH3:27], predict the reaction product. (4) Given the reactants [CH:1]([C:3]1[CH:12]=[CH:11][C:6]([C:7]([O:9][CH3:10])=[O:8])=[CH:5][CH:4]=1)=O.[CH2:13]([OH:16])[CH2:14][OH:15].C(OCC)(OCC)OCC, predict the reaction product. The product is: [O:15]1[CH2:14][CH2:13][O:16][CH:1]1[C:3]1[CH:12]=[CH:11][C:6]([C:7]([O:9][CH3:10])=[O:8])=[CH:5][CH:4]=1. (5) Given the reactants [Cl:1][C:2]1[CH:10]=[CH:9][CH:8]=[C:7]2[C:3]=1[CH:4]=[CH:5][NH:6]2.Cl[C:12]([O:14][CH2:15][CH3:16])=[O:13], predict the reaction product. The product is: [CH2:15]([O:14][C:12]([N:6]1[C:7]2[C:3](=[C:2]([Cl:1])[CH:10]=[CH:9][CH:8]=2)[CH:4]=[CH:5]1)=[O:13])[CH3:16]. (6) Given the reactants [CH3:1][C:2]1[N:3]([C@@H:15]([CH:17]2[CH2:22][CH2:21][NH:20][CH2:19][CH2:18]2)[CH3:16])[C:4]2[C:9]([C:10]=1[C:11]([O:13][CH3:14])=[O:12])=[CH:8][CH:7]=[CH:6][CH:5]=2.[CH3:23][C:24]1([CH3:27])[CH2:26][O:25]1.[CH3:28]CO, predict the reaction product. The product is: [CH3:28][O:25][C:24]([CH3:27])([CH3:26])[CH2:23][N:20]1[CH2:19][CH2:18][CH:17]([C@H:15]([N:3]2[C:4]3[C:9](=[CH:8][CH:7]=[CH:6][CH:5]=3)[C:10]([C:11]([O:13][CH3:14])=[O:12])=[C:2]2[CH3:1])[CH3:16])[CH2:22][CH2:21]1. (7) Given the reactants [C:1]([OH:20])(=[O:19])[CH2:2][CH2:3][CH2:4][CH2:5][CH2:6][CH2:7][CH2:8]/[CH:9]=[CH:10]\[CH2:11][CH2:12][CH2:13][CH2:14][CH2:15][CH2:16][CH2:17][CH3:18].[S:21](S([O-])=O)([O-:24])(=[O:23])=[O:22].[Na+].[Na+].[OH-].[Na+].C1C(C(O[O-])=O)=CC=CC=1, predict the reaction product. The product is: [S:21]([CH:10]([CH2:11][CH2:12][CH2:13][CH2:14][CH2:15][CH2:16][CH2:17][CH3:18])[CH2:9][CH2:8][CH2:7][CH2:6][CH2:5][CH2:4][CH2:3][CH2:2][C:1]([OH:20])=[O:19])([OH:24])(=[O:23])=[O:22].